Predict the reactants needed to synthesize the given product. From a dataset of Full USPTO retrosynthesis dataset with 1.9M reactions from patents (1976-2016). (1) Given the product [C:6]([C:5]([C:4](=[O:9])[CH3:3])([CH2:12][CH2:11][C:10]#[N:13])[CH2:12][CH2:11][C:10]#[N:13])(=[O:8])[CH3:7], predict the reactants needed to synthesize it. The reactants are: [OH-].[K+].[CH3:3][C:4](=[O:9])[CH2:5][C:6](=[O:8])[CH3:7].[C:10](#[N:13])[CH:11]=[CH2:12]. (2) Given the product [C:1]([O:5][C:6]([N:8]1[CH2:13][CH2:12][C@H:11]([O:14][C:15]2[CH:20]=[CH:19][CH:18]=[C:17]([N:36]=[C:23]([C:24]3[CH:29]=[CH:28][CH:27]=[CH:26][CH:25]=3)[C:30]3[CH:35]=[CH:34][CH:33]=[CH:32][CH:31]=3)[N:16]=2)[CH2:10][C@@H:9]1[CH3:22])=[O:7])([CH3:4])([CH3:3])[CH3:2], predict the reactants needed to synthesize it. The reactants are: [C:1]([O:5][C:6]([N:8]1[CH2:13][CH2:12][C@H:11]([O:14][C:15]2[CH:20]=[CH:19][CH:18]=[C:17](Cl)[N:16]=2)[CH2:10][C@@H:9]1[CH3:22])=[O:7])([CH3:4])([CH3:3])[CH3:2].[C:23](=[NH:36])([C:30]1[CH:35]=[CH:34][CH:33]=[CH:32][CH:31]=1)[C:24]1[CH:29]=[CH:28][CH:27]=[CH:26][CH:25]=1.CC(C)([O-])C.[Na+].